This data is from Forward reaction prediction with 1.9M reactions from USPTO patents (1976-2016). The task is: Predict the product of the given reaction. (1) Given the reactants [CH2:1]([CH:3]([CH:6]1[C:13]2[C:12]([C:14]3[CH:15]=[N:16][C:17]([O:20]C)=[CH:18][CH:19]=3)=[N:11][NH:10][C:9]=2[C:8](=[O:22])[N:7]1[C:23]1[CH:28]=[CH:27][C:26]([C:29]2[CH:33]=[CH:32][O:31][N:30]=2)=[CH:25][CH:24]=1)[CH2:4][CH3:5])[CH3:2].[I-].[Na+].Cl[Si](C)(C)C.O, predict the reaction product. The product is: [CH2:1]([CH:3]([CH:6]1[C:13]2[C:12]([C:14]3[CH:19]=[CH:18][C:17](=[O:20])[NH:16][CH:15]=3)=[N:11][NH:10][C:9]=2[C:8](=[O:22])[N:7]1[C:23]1[CH:24]=[CH:25][C:26]([C:29]2[CH:33]=[CH:32][O:31][N:30]=2)=[CH:27][CH:28]=1)[CH2:4][CH3:5])[CH3:2]. (2) Given the reactants [C:1]1(=O)[C:10]2[C:5](=[CH:6][CH:7]=[CH:8][CH:9]=2)[C:4](=[O:11])[CH:3]=[CH:2]1.[H-].[Na+].COS([O:20][CH3:21])(=O)=O.[CH2:22]1COCC1, predict the reaction product. The product is: [CH3:22][O:11][C:4]1[C:5]2[C:10](=[CH:9][CH:8]=[CH:7][CH:6]=2)[C:1]([O:20][CH3:21])=[CH:2][CH:3]=1. (3) Given the reactants [CH2:1]([NH:8][C:9](=[O:52])[C@@H:10]([OH:51])[CH:11]([NH:19][C:20](=[O:50])[C@@H:21]([NH:31][C:32](=[O:49])[C@@H:33]([NH:35][C:36](=[O:48])[CH2:37][N:38]1[C:43]2[CH:44]=[CH:45][CH:46]=[CH:47][C:42]=2[O:41][CH2:40][CH2:39]1)[CH3:34])[CH2:22][C:23]1[CH:28]=[CH:27][C:26]([O:29][CH3:30])=[CH:25][CH:24]=1)[CH2:12][C:13]1[CH:18]=[CH:17][CH:16]=[CH:15][CH:14]=1)[C:2]1[CH:7]=[CH:6][CH:5]=[CH:4][CH:3]=1.CC(OI1(OC(C)=O)(OC(C)=O)OC(=O)C2C=CC=CC1=2)=O, predict the reaction product. The product is: [CH2:1]([NH:8][C:9](=[O:52])[C:10](=[O:51])[C@@H:11]([NH:19][C:20](=[O:50])[C@@H:21]([NH:31][C:32](=[O:49])[C@@H:33]([NH:35][C:36](=[O:48])[CH2:37][N:38]1[C:43]2[CH:44]=[CH:45][CH:46]=[CH:47][C:42]=2[O:41][CH2:40][CH2:39]1)[CH3:34])[CH2:22][C:23]1[CH:28]=[CH:27][C:26]([O:29][CH3:30])=[CH:25][CH:24]=1)[CH2:12][C:13]1[CH:14]=[CH:15][CH:16]=[CH:17][CH:18]=1)[C:2]1[CH:3]=[CH:4][CH:5]=[CH:6][CH:7]=1. (4) The product is: [CH2:3]([C:13]1([CH2:9][CH2:10][CH:11]=[CH2:12])[CH2:17][CH2:16][C:15](=[O:18])[CH2:14]1)[CH2:4][CH:5]=[CH2:6]. Given the reactants [Br-].[Li+].[CH2:3]([Mg]Br)[CH2:4][CH:5]=[CH2:6].[CH2:9]([C:13]1[CH2:17][CH2:16][C:15](=[O:18])[CH:14]=1)[CH2:10][CH:11]=[CH2:12], predict the reaction product. (5) Given the reactants [Br:1][C:2]1[CH:7]=[CH:6][C:5]([CH:8]2[N:12]([C:13]3[CH:18]=[CH:17][C:16]([F:19])=[CH:15][C:14]=3[F:20])[N:11]=[C:10]([C:21]([OH:23])=O)[CH2:9]2)=[CH:4][CH:3]=1.S(Cl)([Cl:26])=O, predict the reaction product. The product is: [Br:1][C:2]1[CH:7]=[CH:6][C:5]([CH:8]2[N:12]([C:13]3[CH:18]=[CH:17][C:16]([F:19])=[CH:15][C:14]=3[F:20])[N:11]=[C:10]([C:21]([Cl:26])=[O:23])[CH2:9]2)=[CH:4][CH:3]=1. (6) Given the reactants [CH2:1]([O:4][C:5]([NH:7][C:8]1[C:9]([C:30]([N:32]2[CH2:36][CH2:35][CH2:34][C@H:33]2[CH2:37][OH:38])=[O:31])=[CH:10][C:11]([O:28][CH3:29])=[C:12]([CH:27]=1)[O:13][CH2:14][CH2:15][CH2:16][CH2:17][CH2:18][C:19]([O:21][CH2:22][C:23]([Cl:26])([Cl:25])[Cl:24])=[O:20])=[O:6])[CH:2]=[CH2:3].[C:39](OC(=O)C)(=[O:41])[CH3:40].C(N(CC)CC)C.CO, predict the reaction product. The product is: [C:39]([O:38][CH2:37][C@@H:33]1[CH2:34][CH2:35][CH2:36][N:32]1[C:30]([C:9]1[C:8]([NH:7][C:5]([O:4][CH2:1][CH:2]=[CH2:3])=[O:6])=[CH:27][C:12]([O:13][CH2:14][CH2:15][CH2:16][CH2:17][CH2:18][C:19]([O:21][CH2:22][C:23]([Cl:24])([Cl:25])[Cl:26])=[O:20])=[C:11]([O:28][CH3:29])[CH:10]=1)=[O:31])(=[O:41])[CH3:40].